From a dataset of Catalyst prediction with 721,799 reactions and 888 catalyst types from USPTO. Predict which catalyst facilitates the given reaction. (1) Reactant: C(OC([N:8]1[C:17]2[C:12](=[CH:13][CH:14]=[C:15]([CH2:18][CH2:19][O:20][C:21]3[CH:22]=[CH:23][C:24]4[C:28]([CH2:29][CH2:30][C:31]([OH:33])=[O:32])=[CH:27][S:26][C:25]=4[CH:34]=3)[N:16]=2)[CH2:11][CH2:10][CH2:9]1)=O)(C)(C)C. Product: [N:16]1[C:17]2[NH:8][CH2:9][CH2:10][CH2:11][C:12]=2[CH:13]=[CH:14][C:15]=1[CH2:18][CH2:19][O:20][C:21]1[CH:22]=[CH:23][C:24]2[C:28]([CH2:29][CH2:30][C:31]([OH:33])=[O:32])=[CH:27][S:26][C:25]=2[CH:34]=1. The catalyst class is: 1. (2) Reactant: [CH2:1]([O:3][P:4]([O:9]CC)([O:6]CC)=[O:5])[CH3:2].[OH-].[Na+].O.S([O-])([O-])(=O)=O.[Al+3:20].S([O-])([O-])(=O)=O.S([O-])([O-])(=O)=O.[Al+3]. Product: [CH2:1]([O:3][P:4]([O-:9])([O-:6])=[O:5])[CH3:2].[Al+3:20].[CH2:1]([O:3][P:4]([O-:9])([O-:6])=[O:5])[CH3:2].[CH2:1]([O:3][P:4]([O-:9])([O-:6])=[O:5])[CH3:2].[Al+3:20]. The catalyst class is: 6. (3) Reactant: [NH2:1][C:2]1[O:6][CH:5]([C:7]2[CH:12]=[CH:11][C:10]([Cl:13])=[CH:9][CH:8]=2)[C:4](=[O:14])[C:3]=1[OH:15].C(N(CC)CC)C.[F:23][C:24]1[CH:29]=[CH:28][C:27]([CH2:30][S:31](Cl)(=[O:33])=[O:32])=[CH:26][CH:25]=1.[Cl-].[NH4+]. Product: [Cl:13][C:10]1[CH:9]=[CH:8][C:7]([CH:5]2[C:4](=[O:14])[C:3]([O:15][S:31]([CH2:30][C:27]3[CH:28]=[CH:29][C:24]([F:23])=[CH:25][CH:26]=3)(=[O:32])=[O:33])=[C:2]([NH2:1])[O:6]2)=[CH:12][CH:11]=1. The catalyst class is: 1.